From a dataset of Full USPTO retrosynthesis dataset with 1.9M reactions from patents (1976-2016). Predict the reactants needed to synthesize the given product. (1) Given the product [C:25]([O:28][C@@H:29]1[C@@H:34]([O:35][C:36](=[O:38])[CH3:37])[C@H:33]([O:39][C:40](=[O:42])[CH3:41])[C@@H:32]([CH2:43][O:44][C:45](=[O:47])[CH3:46])[O:31][C@H:30]1[C:48]1[CH:53]=[CH:52][CH:51]=[C:50]([CH2:20][Br:24])[CH:49]=1)(=[O:27])[CH3:26], predict the reactants needed to synthesize it. The reactants are: C1(P(C2C=CC=CC=2)C2C=CC=CC=2)C=CC=CC=1.[C:20]([Br:24])(Br)(Br)Br.[C:25]([O:28][C@@H:29]1[C@@H:34]([O:35][C:36](=[O:38])[CH3:37])[C@H:33]([O:39][C:40](=[O:42])[CH3:41])[C@@H:32]([CH2:43][O:44][C:45](=[O:47])[CH3:46])[O:31][C@H:30]1[C:48]1[CH:53]=[CH:52][CH:51]=[C:50](CO)[CH:49]=1)(=[O:27])[CH3:26].C(=O)(O)[O-].[Na+]. (2) Given the product [CH3:14][N:15]([C:11]([C:2]1[CH:3]=[CH:4][C:5]2[C:10](=[CH:9][CH:8]=[CH:7][CH:6]=2)[CH:1]=1)=[O:12])[C@H:16]1[CH2:35][N:20]2[C:21]3[C:26]([C:27]([CH2:28][C:29]([OH:31])=[O:30])=[C:19]2[CH2:18][CH2:17]1)=[CH:25][CH:24]=[CH:23][CH:22]=3, predict the reactants needed to synthesize it. The reactants are: [CH:1]1[C:10]2[C:5](=[CH:6][CH:7]=[CH:8][CH:9]=2)[CH:4]=[CH:3][C:2]=1[C:11](Cl)=[O:12].[CH3:14][NH:15][C@H:16]1[CH2:35][N:20]2[C:21]3[C:26]([C:27]([CH2:28][C:29]([O:31]CCC)=[O:30])=[C:19]2[CH2:18][CH2:17]1)=[CH:25][CH:24]=[CH:23][CH:22]=3. (3) Given the product [NH2:8][CH2:9][C:10]1[CH:15]=[CH:14][C:13]([O:16][CH:17]2[CH2:18][CH2:19][CH2:20][CH2:21][CH2:22][CH2:23]2)=[CH:12][N:11]=1, predict the reactants needed to synthesize it. The reactants are: C(OC([NH:8][CH2:9][C:10]1[CH:15]=[CH:14][C:13]([O:16][CH:17]2[CH2:23][CH2:22][CH2:21][CH2:20][CH2:19][CH2:18]2)=[CH:12][N:11]=1)=O)(C)(C)C.Cl. (4) Given the product [OH:12][C:8]1[C:7]([OH:13])=[CH:6][C:3]([C:4]#[N:5])=[C:2]([S:22][C:19]2[CH:20]=[CH:21][C:16]([O:15][CH3:14])=[CH:17][CH:18]=2)[C:9]=1[C:10]#[N:11], predict the reactants needed to synthesize it. The reactants are: Br[C:2]1[C:9]([C:10]#[N:11])=[C:8]([OH:12])[C:7]([OH:13])=[CH:6][C:3]=1[C:4]#[N:5].[CH3:14][O:15][C:16]1[CH:21]=[CH:20][C:19]([SH:22])=[CH:18][CH:17]=1. (5) Given the product [C:29]([O:1][CH2:2][CH2:3][CH2:4][CH2:5][CH2:6][CH2:7][O:8][C:9]1[CH:10]=[CH:11][C:12]([CH:13]=[CH:14][C:15]([OH:17])=[O:16])=[CH:18][CH:19]=1)(=[O:32])[CH:30]=[CH2:31], predict the reactants needed to synthesize it. The reactants are: [OH:1][CH2:2][CH2:3][CH2:4][CH2:5][CH2:6][CH2:7][O:8][C:9]1[CH:19]=[CH:18][C:12]([CH:13]=[CH:14][C:15]([OH:17])=[O:16])=[CH:11][CH:10]=1.CN(C)C1C=CC=CC=1.[C:29](Cl)(=[O:32])[CH:30]=[CH2:31].C(C1C=C(C)C=C(C(C)(C)C)C=1O)(C)(C)C. (6) Given the product [CH2:14]([O:10][C:5]1[CH:6]=[CH:7][CH:8]=[CH:9][C:4]=1[N+:1]([O-:3])=[O:2])[CH:12]=[CH2:11], predict the reactants needed to synthesize it. The reactants are: [N+:1]([C:4]1[CH:9]=[CH:8][CH:7]=[CH:6][C:5]=1[OH:10])([O-:3])=[O:2].[CH3:11][C:12]([CH3:14])=O.ICC=C.C(=O)([O-])[O-].[K+].[K+].